From a dataset of Buchwald-Hartwig C-N cross coupling reaction yields with 55,370 reactions. Predict the reaction yield, written as a fraction of the theoretical maximum amount of product (1.0 means a 100% yield; for example, 0.34 means a 34% yield). (1) The reactants are Brc1cccnc1.Cc1ccc(N)cc1.O=S(=O)(O[Pd]1c2ccccc2-c2ccccc2N~1)C(F)(F)F.CC(C)c1cc(C(C)C)c(-c2ccccc2P(C2CCCCC2)C2CCCCC2)c(C(C)C)c1.CCN=P(N=P(N(C)C)(N(C)C)N(C)C)(N(C)C)N(C)C.Cc1ccno1. No catalyst specified. The product is Cc1ccc(Nc2cccnc2)cc1. The yield is 0.103. (2) The reactants are Clc1cccnc1.Cc1ccc(N)cc1.O=S(=O)(O[Pd]1c2ccccc2-c2ccccc2N~1)C(F)(F)F.CC(C)c1cc(C(C)C)c(-c2ccccc2P(C(C)(C)C)C(C)(C)C)c(C(C)C)c1.CN(C)C(=NC(C)(C)C)N(C)C.CCOC(=O)c1cc(C)on1. No catalyst specified. The product is Cc1ccc(Nc2cccnc2)cc1. The yield is 0.342. (3) The reactants are Clc1ccccn1.Cc1ccc(N)cc1.O=S(=O)(O[Pd]1c2ccccc2-c2ccccc2N~1)C(F)(F)F.COc1ccc(OC)c(P(C(C)(C)C)C(C)(C)C)c1-c1c(C(C)C)cc(C(C)C)cc1C(C)C.CN(C)C(=NC(C)(C)C)N(C)C.Cc1ccno1. No catalyst specified. The product is Cc1ccc(Nc2ccccn2)cc1. The yield is 0.423. (4) The reactants are Ic1cccnc1.Cc1ccc(N)cc1.O=S(=O)(O[Pd]1c2ccccc2-c2ccccc2N~1)C(F)(F)F.COc1ccc(OC)c(P([C@]23C[C@H]4C[C@H](C[C@H](C4)C2)C3)[C@]23C[C@H]4C[C@H](C[C@H](C4)C2)C3)c1-c1c(C(C)C)cc(C(C)C)cc1C(C)C.CN1CCCN2CCCN=C12.Fc1cccc(F)c1-c1ccno1. No catalyst specified. The product is Cc1ccc(Nc2cccnc2)cc1. The yield is 0.767. (5) The reactants are COc1ccc(Cl)cc1.Cc1ccc(N)cc1.O=S(=O)(O[Pd]1c2ccccc2-c2ccccc2N~1)C(F)(F)F.CC(C)c1cc(C(C)C)c(-c2ccccc2P(C(C)(C)C)C(C)(C)C)c(C(C)C)c1.CCN=P(N=P(N(C)C)(N(C)C)N(C)C)(N(C)C)N(C)C.Fc1cccc(F)c1-c1ccno1. The yield is 0.0212. No catalyst specified. The product is COc1ccc(Nc2ccc(C)cc2)cc1.